Dataset: Reaction yield outcomes from USPTO patents with 853,638 reactions. Task: Predict the reaction yield, written as a fraction of the theoretical maximum amount of product (1.0 means a 100% yield; for example, 0.34 means a 34% yield). (1) The reactants are [NH:1]1[C:5]2[CH:6]=[CH:7][C:8]([C:10]([OH:12])=O)=[CH:9][C:4]=2[N:3]=[CH:2]1.[O:13]1[CH:17]=[CH:16][C:15]([C:18]2[CH:19]=[CH:20][C:21]3[CH2:22][C@H:23]4[C@@H:28]([C:29]=3[CH:30]=2)[CH2:27][CH2:26][CH2:25][NH:24]4)=[CH:14]1. No catalyst specified. The product is [NH:1]1[C:5]2[CH:6]=[CH:7][C:8]([C:10]([N:24]3[CH2:25][CH2:26][CH2:27][C@@H:28]4[C:29]5[CH:30]=[C:18]([C:15]6[CH:16]=[CH:17][O:13][CH:14]=6)[CH:19]=[CH:20][C:21]=5[CH2:22][C@H:23]34)=[O:12])=[CH:9][C:4]=2[N:3]=[CH:2]1. The yield is 0.140. (2) The reactants are [CH:1]1([CH2:7][NH:8][C:9]([C:11]2[CH:16]=[C:15]([N+:17]([O-])=O)[CH:14]=[CH:13][C:12]=2[NH:20][C:21]([C:23]2[C:32]3[C:27](=[CH:28][CH:29]=[CH:30][CH:31]=3)[CH:26]=[CH:25][CH:24]=2)=[O:22])=[O:10])[CH2:6][CH2:5][CH2:4][CH2:3][CH2:2]1. The catalyst is [Pd].C(OCC)(=O)C. The product is [NH2:17][C:15]1[CH:14]=[CH:13][C:12]([NH:20][C:21]([C:23]2[C:32]3[C:27](=[CH:28][CH:29]=[CH:30][CH:31]=3)[CH:26]=[CH:25][CH:24]=2)=[O:22])=[C:11]([C:9]([NH:8][CH2:7][CH:1]2[CH2:6][CH2:5][CH2:4][CH2:3][CH2:2]2)=[O:10])[CH:16]=1. The yield is 0.0130. (3) The reactants are [Cl:1][C:2]1[C:10]([C:11]([C:14]#[N:15])([CH3:13])[CH3:12])=[CH:9][CH:8]=[CH:7][C:3]=1[C:4]([OH:6])=O.C(Cl)(=O)C(Cl)=O.CN(C)C=O.[NH2:27][C:28]1[CH:29]=[C:30]([CH:47]=[CH:48][CH:49]=1)[O:31][C:32]1[CH:44]=[CH:43][C:35]2[N:36]=[C:37]([NH:39][C:40](=[O:42])[CH3:41])[S:38][C:34]=2[C:33]=1[C:45]#[N:46]. The catalyst is O1CCCC1.C(OCC)(=O)C. The product is [C:40]([NH:39][C:37]1[S:38][C:34]2[C:33]([C:45]#[N:46])=[C:32]([O:31][C:30]3[CH:29]=[C:28]([NH:27][C:4](=[O:6])[C:3]4[CH:7]=[CH:8][CH:9]=[C:10]([C:11]([C:14]#[N:15])([CH3:13])[CH3:12])[C:2]=4[Cl:1])[CH:49]=[CH:48][CH:47]=3)[CH:44]=[CH:43][C:35]=2[N:36]=1)(=[O:42])[CH3:41]. The yield is 0.810.